Task: Predict which catalyst facilitates the given reaction.. Dataset: Catalyst prediction with 721,799 reactions and 888 catalyst types from USPTO (1) Reactant: [N:1]1[C:5]2[CH:6]=[CH:7][CH:8]=[CH:9][C:4]=2[NH:3][CH:2]=1.[O:10]1CC[CH2:12][CH2:11]1.[H-].[Na+]. Product: [N:1]1([CH2:12][CH2:11][OH:10])[C:5]2[CH:6]=[CH:7][CH:8]=[CH:9][C:4]=2[N:3]=[CH:2]1. The catalyst class is: 125. (2) Reactant: [CH2:1]([N:8]1[CH2:13][CH2:12][C:11](=[O:14])[CH2:10][CH2:9]1)[C:2]1[CH:7]=[CH:6][CH:5]=[CH:4][CH:3]=1.[Si](OS(C(F)(F)F)(=O)=O)(C)(C)C.[F:27][C:28]1[CH:42]=[CH:41][C:31]([CH:32](O)[C:33]2[CH:38]=[CH:37][C:36]([F:39])=[CH:35][CH:34]=2)=[CH:30][CH:29]=1.C([O-])(=O)C.[Na+]. Product: [CH2:1]([N:8]1[CH2:13][CH2:12][C:11](=[O:14])[CH:10]([CH:32]([C:31]2[CH:41]=[CH:42][C:28]([F:27])=[CH:29][CH:30]=2)[C:33]2[CH:34]=[CH:35][C:36]([F:39])=[CH:37][CH:38]=2)[CH2:9]1)[C:2]1[CH:3]=[CH:4][CH:5]=[CH:6][CH:7]=1. The catalyst class is: 46. (3) Reactant: [Cl:1][C:2]1[CH:3]=[CH:4][C:5]2[N:11]([C:12](=[O:30])[C:13]3[CH:18]=[CH:17][C:16]([NH:19][C:20](=[O:28])[C:21]4[CH:26]=[CH:25][CH:24]=[CH:23][C:22]=4[CH3:27])=[CH:15][C:14]=3[CH3:29])[CH2:10][CH2:9][CH2:8][C:7](=[O:31])[C:6]=2[CH:32]=1. Product: [CH3:27][C:22]1[CH:23]=[CH:24][CH:25]=[CH:26][C:21]=1[C:20]([NH:19][C:16]1[CH:17]=[CH:18][C:13]([C:12]([N:11]2[C:5]3[CH:4]=[CH:3][C:2]([Cl:1])=[CH:32][C:6]=3[CH:7]([OH:31])[CH2:8][CH2:9][CH2:10]2)=[O:30])=[C:14]([CH3:29])[CH:15]=1)=[O:28]. The catalyst class is: 6. (4) Reactant: [Cl:1][C:2]1[CH:3]=[C:4]([S:8](Cl)(=[O:10])=[O:9])[S:5][C:6]=1[Cl:7].[C:12]1([CH2:22][NH2:23])[C:21]2[C:16](=[CH:17][CH:18]=[CH:19][CH:20]=2)[CH:15]=[CH:14][CH:13]=1.CCN(CC)CC. Product: [Cl:1][C:2]1[CH:3]=[C:4]([S:8]([NH:23][CH2:22][C:12]2[C:21]3[C:16](=[CH:17][CH:18]=[CH:19][CH:20]=3)[CH:15]=[CH:14][CH:13]=2)(=[O:10])=[O:9])[S:5][C:6]=1[Cl:7]. The catalyst class is: 34. (5) Reactant: C[O:2][C:3](=[O:13])[CH:4]=[CH:5][C:6]1[CH:7]=[N:8][C:9]([Cl:12])=[CH:10][CH:11]=1.[Li+].[OH-]. Product: [Cl:12][C:9]1[N:8]=[CH:7][C:6]([CH:5]=[CH:4][C:3]([OH:13])=[O:2])=[CH:11][CH:10]=1. The catalyst class is: 20. (6) Reactant: CS(O[CH:6]([CH2:16][NH:17][C:18]([O:20][C:21]([CH3:24])([CH3:23])[CH3:22])=[O:19])[CH2:7][NH:8][C:9]([O:11][C:12]([CH3:15])([CH3:14])[CH3:13])=[O:10])(=O)=O.[C-:25]#[N:26].[Na+].O. Product: [C:25]([CH:6]([CH2:16][NH:17][C:18](=[O:19])[O:20][C:21]([CH3:24])([CH3:23])[CH3:22])[CH2:7][NH:8][C:9](=[O:10])[O:11][C:12]([CH3:15])([CH3:14])[CH3:13])#[N:26]. The catalyst class is: 16. (7) Reactant: Br[C:2]1[C:7]([O:8][CH3:9])=[CH:6][N:5]([CH:10]([CH3:27])[C:11]([NH:13][C:14]2[CH:26]=[CH:25][C:17]([C:18]([O:20][C:21]([CH3:24])([CH3:23])[CH3:22])=[O:19])=[CH:16][CH:15]=2)=[O:12])[C:4](=[O:28])[CH:3]=1.[Br:29][C:30]1[CH:35]=[CH:34][C:33]([Cl:36])=[CH:32][C:31]=1B(O)O.C(=O)([O-])[O-].[K+].[K+]. Product: [Br:29][C:30]1[CH:35]=[CH:34][C:33]([Cl:36])=[CH:32][C:31]=1[C:2]1[C:7]([O:8][CH3:9])=[CH:6][N:5]([CH:10]([CH3:27])[C:11]([NH:13][C:14]2[CH:15]=[CH:16][C:17]([C:18]([O:20][C:21]([CH3:22])([CH3:23])[CH3:24])=[O:19])=[CH:25][CH:26]=2)=[O:12])[C:4](=[O:28])[CH:3]=1. The catalyst class is: 12. (8) Reactant: C(N(CC)CC)C.[CH3:8][C@:9]12[C:15]([CH3:17])([CH3:16])[C@H:12]([CH2:13][CH2:14]1)[CH:11]([C:18](Cl)=[O:19])[C:10]2=O.C(O[C:27]([NH:29][N:30]([C:32]1[CH:37]=[CH:36][C:35]([Cl:38])=[CH:34][C:33]=1[Cl:39])C)=O)(C)(C)C.Cl.O1CCOCC1. Product: [Cl:39][C:33]1[CH:34]=[C:35]([Cl:38])[CH:36]=[CH:37][C:32]=1[N:30]1[C:18](=[O:19])[C:11]2[C@@H:12]3[C:15]([CH3:17])([CH3:16])[C@@:9]([CH3:8])([CH2:14][CH2:13]3)[C:10]=2[N:29]1[CH3:27]. The catalyst class is: 417. (9) Reactant: [Br:1][CH2:2][CH2:3][CH2:4][CH2:5][CH2:6][CH2:7][CH2:8][CH2:9][CH2:10][OH:11].CS(C)=O.C(N(C(C)C)CC)(C)C. Product: [Br:1][CH2:2][CH2:3][CH2:4][CH2:5][CH2:6][CH2:7][CH2:8][CH2:9][CH:10]=[O:11]. The catalyst class is: 4. (10) Reactant: [CH3:1][O:2][C:3]1[CH:8]=[CH:7][C:6]([CH:9]2[CH2:14][CH2:13][CH:12]([CH2:15][C:16]([OH:18])=O)[CH2:11][CH2:10]2)=[CH:5][CH:4]=1.C(Cl)(=O)C(Cl)=O.[CH2:25]([NH2:32])[C:26]1[CH:31]=[CH:30][CH:29]=[CH:28][CH:27]=1.C(N(CC)CC)C. Product: [CH2:25]([NH:32][C:16](=[O:18])[CH2:15][CH:12]1[CH2:11][CH2:10][CH:9]([C:6]2[CH:5]=[CH:4][C:3]([O:2][CH3:1])=[CH:8][CH:7]=2)[CH2:14][CH2:13]1)[C:26]1[CH:31]=[CH:30][CH:29]=[CH:28][CH:27]=1. The catalyst class is: 59.